Dataset: Experimental lipophilicity measurements (octanol/water distribution) for 4,200 compounds from AstraZeneca. Task: Regression/Classification. Given a drug SMILES string, predict its absorption, distribution, metabolism, or excretion properties. Task type varies by dataset: regression for continuous measurements (e.g., permeability, clearance, half-life) or binary classification for categorical outcomes (e.g., BBB penetration, CYP inhibition). For this dataset (lipophilicity_astrazeneca), we predict Y. (1) The compound is Cn1cc(S(C)(=O)=O)nc1-c1c2c(=O)n(C)c(=O)n(CC3CC3)c2nn1Cc1ccnc2ccc(Cl)cc12. The Y is 2.64 logD. (2) The molecule is NC(=O)C(NC(=O)C1(N)CCN(c2ncnc3[nH]ccc23)CC1)c1ccc(Cl)cc1. The Y is 2.20 logD. (3) The molecule is CC(C)(C)NC(=O)C(c1ccncc1)N(Cc1ccco1)C(=O)c1ccc(-c2ccccc2)[nH]1. The Y is 4.13 logD. (4) The compound is CN1CCN(S(=O)(=O)c2ccc(-c3cnc(N)c(C(=O)Nc4cccnc4)n3)c(C(F)(F)F)c2)CC1. The Y is 3.25 logD. (5) The Y is 1.00 logD. The compound is O=S(=O)(Nc1ncns1)c1cc(F)c(Oc2ccc(Cl)cc2-c2ccnn2C2CNC2)cc1F. (6) The molecule is COC1=CC(c2cc3ccccc3[nH]2)=N/C1=C\c1[nH]c(C)cc1C. The Y is 2.55 logD. (7) The molecule is NC1(C(=O)NC(c2ccccc2)c2ccc(Cl)cc2)CCN(c2ncnc3[nH]ccc23)CC1. The Y is 4.10 logD.